Predict the product of the given reaction. From a dataset of Forward reaction prediction with 1.9M reactions from USPTO patents (1976-2016). Given the reactants [BH-](OC(C)=O)(OC(C)=O)OC(C)=O.[Na+].[NH:15]1[CH2:19][CH2:18][CH2:17][CH2:16]1.O=[CH:21][C:22]1[CH:30]=[CH:29][C:27]([OH:28])=[C:24]([O:25][CH3:26])[CH:23]=1.[OH-].[Na+], predict the reaction product. The product is: [CH3:26][O:25][C:24]1[CH:23]=[C:22]([CH2:21][N:15]2[CH2:19][CH2:18][CH2:17][CH2:16]2)[CH:30]=[CH:29][C:27]=1[OH:28].